From a dataset of Forward reaction prediction with 1.9M reactions from USPTO patents (1976-2016). Predict the product of the given reaction. (1) Given the reactants [C:1]([N:8]([CH2:19][C:20]1[CH:21]=[C:22]([N+:45]([O-])=O)[CH:23]=[C:24]([CH2:26][N:27]([C:38]([O:40][C:41]([CH3:44])([CH3:43])[CH3:42])=[O:39])[C:28]([NH:30][C:31]([O:33][C:34]([CH3:37])([CH3:36])[CH3:35])=[O:32])=[NH:29])[CH:25]=1)[C:9]([NH:11][C:12]([O:14][C:15]([CH3:18])([CH3:17])[CH3:16])=[O:13])=[NH:10])([O:3][C:4]([CH3:7])([CH3:6])[CH3:5])=[O:2], predict the reaction product. The product is: [C:38]([N:27]([CH2:26][C:24]1[CH:23]=[C:22]([CH:21]=[C:20]([CH2:19][N:8]([C:1]([O:3][C:4]([CH3:7])([CH3:6])[CH3:5])=[O:2])[C:9]([NH:11][C:12]([O:14][C:15]([CH3:18])([CH3:17])[CH3:16])=[O:13])=[NH:10])[CH:25]=1)[NH2:45])[C:28]([NH:30][C:31]([O:33][C:34]([CH3:35])([CH3:36])[CH3:37])=[O:32])=[NH:29])([O:40][C:41]([CH3:44])([CH3:43])[CH3:42])=[O:39]. (2) Given the reactants C(OC([N:8]1[CH2:14][CH2:13][C:12]2[C:15]([C:20]3[C:24]([C:25]4[CH:30]=[CH:29][CH:28]=[CH:27][CH:26]=4)=[N:23][N:22]([CH3:31])[N:21]=3)=[C:16]([Cl:19])[CH:17]=[CH:18][C:11]=2[CH2:10][CH2:9]1)=O)(C)(C)C, predict the reaction product. The product is: [ClH:19].[Cl:19][C:16]1[CH:17]=[CH:18][C:11]2[CH2:10][CH2:9][NH:8][CH2:14][CH2:13][C:12]=2[C:15]=1[C:20]1[C:24]([C:25]2[CH:26]=[CH:27][CH:28]=[CH:29][CH:30]=2)=[N:23][N:22]([CH3:31])[N:21]=1.